Dataset: Peptide-MHC class II binding affinity with 134,281 pairs from IEDB. Task: Regression. Given a peptide amino acid sequence and an MHC pseudo amino acid sequence, predict their binding affinity value. This is MHC class II binding data. The MHC is DRB1_0901 with pseudo-sequence DRB1_0901. The binding affinity (normalized) is 0.710. The peptide sequence is LTSYLGLTQPFLGLC.